This data is from Full USPTO retrosynthesis dataset with 1.9M reactions from patents (1976-2016). The task is: Predict the reactants needed to synthesize the given product. Given the product [Br:5][C:6]1[CH:7]=[CH:8][C:9]([F:13])=[C:10]([S:12][CH:19]2[CH2:24][CH2:23][CH2:22][C:21]([CH3:26])([CH3:25])[CH2:20]2)[CH:11]=1, predict the reactants needed to synthesize it. The reactants are: CS(C)=O.[Br:5][C:6]1[CH:7]=[CH:8][C:9]([F:13])=[C:10]([SH:12])[CH:11]=1.CS(O[CH:19]1[CH2:24][CH2:23][CH2:22][C:21]([CH3:26])([CH3:25])[CH2:20]1)(=O)=O.C(=O)([O-])[O-].[Cs+].[Cs+].